This data is from Catalyst prediction with 721,799 reactions and 888 catalyst types from USPTO. The task is: Predict which catalyst facilitates the given reaction. (1) Reactant: C(NC(C)C)(C)C.C([Li])CCC.CCCCCC.[CH3:19][N:20]1[CH2:25][CH2:24][CH2:23][CH2:22][C:21]1=[O:26].[C:27](OCC)(=[O:33])[C:28]([O:30][CH2:31][CH3:32])=[O:29]. Product: [CH3:19][N:20]1[CH2:25][CH2:24][CH2:23][CH:22]([C:27](=[O:33])[C:28]([O:30][CH2:31][CH3:32])=[O:29])[C:21]1=[O:26]. The catalyst class is: 1. (2) Reactant: [F:1][C:2]1[CH:9]=[CH:8][C:7]([CH:10]=O)=[CH:6][C:3]=1[C:4]#[N:5].[O:12]=[C:13]1[C:21]2[C:16](=[CH:17][CH:18]=[CH:19][CH:20]=2)[CH:15](P(=O)(OC)OC)[O:14]1.C(N(CC)CC)C. Product: [F:1][C:2]1[CH:9]=[CH:8][C:7]([CH:10]=[C:15]2[C:16]3[C:21](=[CH:20][CH:19]=[CH:18][CH:17]=3)[C:13](=[O:12])[O:14]2)=[CH:6][C:3]=1[C:4]#[N:5]. The catalyst class is: 1. (3) Reactant: [H-].[Na+].[SH:3][C:4]1[CH:14]=[CH:13][CH:12]=[CH:11][C:5]=1[C:6]([O:8][CH2:9][CH3:10])=[O:7].[H][H].I[CH3:18]. Product: [CH3:18][S:3][C:4]1[CH:14]=[CH:13][CH:12]=[CH:11][C:5]=1[C:6]([O:8][CH2:9][CH3:10])=[O:7]. The catalyst class is: 3. (4) Reactant: [Cl:1][C:2]1[C:7]([Cl:8])=[CH:6][C:5]([NH2:9])=[C:4]([NH2:10])[CH:3]=1.C([O:15][C:16](=O)[CH2:17][C:18](=O)[C:19]1[CH:24]=[CH:23][CH:22]=[C:21]([C:25]2[N:30]=[CH:29][CH:28]=[CH:27][N:26]=2)[CH:20]=1)(C)(C)C. Product: [Cl:1][C:2]1[C:7]([Cl:8])=[CH:6][C:5]2[NH:9][C:16](=[O:15])[CH2:17][C:18]([C:19]3[CH:24]=[CH:23][CH:22]=[C:21]([C:25]4[N:30]=[CH:29][CH:28]=[CH:27][N:26]=4)[CH:20]=3)=[N:10][C:4]=2[CH:3]=1. The catalyst class is: 113. (5) Reactant: Cl[C:2]1[CH:7]=[C:6]([O:8][C:9]2[CH:15]=[CH:14][C:12]([NH2:13])=[CH:11][CH:10]=2)[CH:5]=[CH:4][N:3]=1.CC1(C)C(C)(C)OB([C:24]2[CH:25]=[C:26]([C:36]([O:38][CH3:39])=[O:37])[N:27]([C:29]([O:31][C:32]([CH3:35])([CH3:34])[CH3:33])=[O:30])[CH:28]=2)O1.C([O-])([O-])=O.[Na+].[Na+].O1CCOCC1. Product: [NH2:13][C:12]1[CH:14]=[CH:15][C:9]([O:8][C:6]2[CH:5]=[CH:4][N:3]=[C:2]([C:24]3[CH:25]=[C:26]([C:36]([O:38][CH3:39])=[O:37])[N:27]([C:29]([O:31][C:32]([CH3:35])([CH3:34])[CH3:33])=[O:30])[CH:28]=3)[CH:7]=2)=[CH:10][CH:11]=1. The catalyst class is: 189. (6) Reactant: [O:1]1[CH:6]=[CH:5][CH2:4][CH2:3][CH2:2]1.C1(C)C=CC(S(O)(=O)=O)=CC=1.[OH:18][CH:19]1[CH2:23][CH2:22][N:21]([C:24]([O:26][CH2:27][C:28]2[CH:33]=[CH:32][CH:31]=[CH:30][CH:29]=2)=[O:25])[CH2:20]1. Product: [O:1]1[CH2:2][CH2:3][CH2:4][CH2:5][CH:6]1[O:18][CH:19]1[CH2:23][CH2:22][N:21]([C:24]([O:26][CH2:27][C:28]2[CH:33]=[CH:32][CH:31]=[CH:30][CH:29]=2)=[O:25])[CH2:20]1. The catalyst class is: 4.